From a dataset of Peptide-MHC class II binding affinity with 134,281 pairs from IEDB. Regression. Given a peptide amino acid sequence and an MHC pseudo amino acid sequence, predict their binding affinity value. This is MHC class II binding data. (1) The MHC is HLA-DQA10501-DQB10302 with pseudo-sequence HLA-DQA10501-DQB10302. The peptide sequence is NALSMMPEAMTIVML. The binding affinity (normalized) is 0.521. (2) The peptide sequence is NYPIVQNLQGQMVHQAISPR. The MHC is DRB1_1602 with pseudo-sequence DRB1_1602. The binding affinity (normalized) is 0.610. (3) The MHC is DRB1_1602 with pseudo-sequence DRB1_1602. The binding affinity (normalized) is 0.569. The peptide sequence is VIPAGELQVIEKVDAAFKVA. (4) The peptide sequence is WPDLDLKPGAAWTVY. The MHC is DRB1_0701 with pseudo-sequence DRB1_0701. The binding affinity (normalized) is 0.719. (5) The peptide sequence is YYEIGKILSRDILSKINQPY. The MHC is DRB1_1101 with pseudo-sequence DRB1_1101. The binding affinity (normalized) is 1.00. (6) The peptide sequence is EEFVAEFDLPGIK. The MHC is DRB1_0402 with pseudo-sequence DRB1_0402. The binding affinity (normalized) is 0.490. (7) The peptide sequence is IWYMWLGARYLEFEAKK. The MHC is DRB3_0101 with pseudo-sequence DRB3_0101. The binding affinity (normalized) is 0. (8) The peptide sequence is NGNELLLDLSLTKVN. The MHC is DRB5_0101 with pseudo-sequence DRB5_0101. The binding affinity (normalized) is 0.316. (9) The peptide sequence is LADKRPTAWFLPSIR. The MHC is HLA-DQA10201-DQB10301 with pseudo-sequence HLA-DQA10201-DQB10301. The binding affinity (normalized) is 0.394.